Dataset: Forward reaction prediction with 1.9M reactions from USPTO patents (1976-2016). Task: Predict the product of the given reaction. (1) Given the reactants C(OC([N:8]([CH2:41][C:42]([O:44]C(C)(C)C)=[O:43])[C:9]1[CH:14]=[CH:13][CH:12]=[C:11]([CH:15]([S:31]([C:34]2[CH:39]=[CH:38][CH:37]=[C:36]([F:40])[CH:35]=2)(=[O:33])=[O:32])[NH:16][CH2:17][C:18]2[CH:23]=[CH:22][C:21]([C:24]([CH3:30])([CH3:29])[CH2:25][CH2:26][CH2:27][CH3:28])=[CH:20][CH:19]=2)[N:10]=1)=O)(C)(C)C.FC(F)(F)C(O)=O, predict the reaction product. The product is: [F:40][C:36]1[CH:35]=[C:34]([S:31]([CH:15]([NH:16][CH2:17][C:18]2[CH:19]=[CH:20][C:21]([C:24]([CH3:29])([CH3:30])[CH2:25][CH2:26][CH2:27][CH3:28])=[CH:22][CH:23]=2)[C:11]2[N:10]=[C:9]([NH:8][CH2:41][C:42]([OH:44])=[O:43])[CH:14]=[CH:13][CH:12]=2)(=[O:32])=[O:33])[CH:39]=[CH:38][CH:37]=1. (2) Given the reactants [NH2:1][C:2]1[CH:22]=[CH:21][C:5]([O:6][C:7]2[C:12]([C:13]3[CH:18]=[CH:17][N:16]=[C:15]([NH:19][CH3:20])[N:14]=3)=[CH:11][CH:10]=[CH:9][N:8]=2)=[C:4]([CH3:23])[CH:3]=1.[Cl:24][CH2:25][CH2:26][N:27]=[C:28]=[O:29], predict the reaction product. The product is: [Cl:24][CH2:25][CH2:26][NH:27][C:28]([NH:1][C:2]1[CH:22]=[CH:21][C:5]([O:6][C:7]2[C:12]([C:13]3[CH:18]=[CH:17][N:16]=[C:15]([NH:19][CH3:20])[N:14]=3)=[CH:11][CH:10]=[CH:9][N:8]=2)=[C:4]([CH3:23])[CH:3]=1)=[O:29]. (3) Given the reactants [Cl:1][C:2]1[CH:11]=[C:10]2[C:5]([C:6]([NH:12][CH2:13][CH2:14][CH2:15][CH2:16][NH:17]C(=O)CCN(CC)CC)=[CH:7][CH:8]=[N:9]2)=[CH:4][CH:3]=1.[CH2:27]1[CH2:31]OC[CH2:28]1, predict the reaction product. The product is: [Cl:1][C:2]1[CH:11]=[C:10]2[C:5]([C:6]([N:12]([CH2:28][CH2:27][CH2:31][N:9]([CH2:10][CH3:5])[CH2:8][CH3:7])[CH2:13][CH2:14][CH2:15][CH2:16][NH2:17])=[CH:7][CH:8]=[N:9]2)=[CH:4][CH:3]=1. (4) The product is: [N:1]1([C:6]2[C:7]3[N:8]([C:16]([C:19]([OH:21])=[O:20])=[CH:17][N:18]=3)[CH:9]=[C:10]([C:12]([F:14])([F:15])[F:13])[CH:11]=2)[CH:5]=[N:4][CH:3]=[N:2]1. Given the reactants [N:1]1([C:6]2[C:7]3[N:8]([C:16]([C:19]([O:21]CC)=[O:20])=[CH:17][N:18]=3)[CH:9]=[C:10]([C:12]([F:15])([F:14])[F:13])[CH:11]=2)[CH:5]=[N:4][CH:3]=[N:2]1.C1COCC1.[OH-].[Na+].Cl, predict the reaction product. (5) Given the reactants C(OC(C1[CH2:11][CH2:10][N:9]([CH2:12][C:13]2[CH:18]=[CH:17][C:16]([C@@H:19]3[O:28][C:23]4=[N:24][CH:25]=[CH:26][CH:27]=[C:22]4[O:21][CH2:20]3)=[CH:15][CH:14]=2)[CH2:8][CH2:7]1)=O)C.[C:29]([O:33][C:34]([N:36]1CCNCC1)=[O:35])([CH3:32])([CH3:31])[CH3:30].C(O[BH-](OC(=O)C)OC(=O)C)(=O)C.[Na+], predict the reaction product. The product is: [C:29]([O:33][C:34]([N:36]1[CH2:11][CH2:10][N:9]([CH2:12][C:13]2[CH:14]=[CH:15][C:16]([C@@H:19]3[O:28][C:23]4=[N:24][CH:25]=[CH:26][CH:27]=[C:22]4[O:21][CH2:20]3)=[CH:17][CH:18]=2)[CH2:8][CH2:7]1)=[O:35])([CH3:32])([CH3:31])[CH3:30].